Task: Binary Classification. Given a miRNA mature sequence and a target amino acid sequence, predict their likelihood of interaction.. Dataset: Experimentally validated miRNA-target interactions with 360,000+ pairs, plus equal number of negative samples (1) The protein sequence of the target gene is MEEPTAVEGQVQLPSPHQGSLRKAVAAALALDGESTMGHRKKKRKESRPESIIIYRSDNEKTDEEPGESEGGDQPKEEEGDDFLDYPVDDDMWNLPLDSRYVTLTGTITRGKKKGQMVDIHVTLTEKELQELTKPKESSRETTPEGRMACQMGADRGPHVVLWTLICLPVVFILSFVVSFYYGTITWYNIFLVYNEERTFWHKISYCPCLVLFYPVLIMAMASSLGLYAAVVQLSWSWEAWWQAARDMEKGFCGWLCSKLGLEDCSPYSIVELLESDNISSTLSNKDPIQEVETSTV. Result: 0 (no interaction). The miRNA is mmu-miR-761 with sequence GCAGCAGGGUGAAACUGACACA. (2) The miRNA is hsa-miR-4475 with sequence CAAGGGACCAAGCAUUCAUUAU. The protein sequence of the target gene is MGPQRPALRAPLLLLFLLLFLDTSVWAQDATRFKHLRKYVYSYEAESSSGVRGTADSRSATKINCKVELEVPQVCTLIMRTSQCTLKEVYGFNPEGKALMKKTKNSEEFASAMSRYELKLAFPEGKRVALYPDLGEPNYILNIKRGIISALLVPPETEEDKQVLFQDTVYGNCSTQVTVNSRKGTVATEMSTERNLQHCDGFQPISTSVSPLALIKGLVRPLSTLISSSQSCQYTLEPKRKHVSEAICNEQHLFLPFSYKNKYGIMTHVTQKLSLEDTPKINSRFFRGGINQVGLAFEST.... Result: 0 (no interaction). (3) The miRNA is mmu-miR-883a-5p with sequence UGCUGAGAGAAGUAGCAGUUAC. The protein sequence of the target gene is MATAEPSGRALRLSTPGPRPSGARDRAPGAAGPPSGQIGNRALRLGERTPAAVEKRGPYMVTRAPSIQAKLQKHRDLAKAVLRRKGMLGASPNRPDSSGKRSVKFNKGYTALSQSPDENLVSLDSDSDGELGSRYSSGYSSAEQVNQDVSRQLLQDGYHLDEIPDDEDLDLIPPKPMASSTCSCCWCCLGDSSSCTLQ. Result: 0 (no interaction). (4) The protein sequence of the target gene is MSLVIPEKFQHILRVLNTNIDGRRKIAFAITAIKGVGRRYAHVVLRKADIDLTKRAGELTEDEVERVITIMQNPRQYKIPDWFLNRQKDVKDGKYSQVLANGLDNKLREDLERLKKIRAHRGLRHFWGLRVRGQHTKTTGRRGRTVGVSKKK. The miRNA is hsa-miR-484 with sequence UCAGGCUCAGUCCCCUCCCGAU. Result: 1 (interaction). (5) The miRNA is cel-miR-392-3p with sequence UAUCAUCGAUCACGUGUGAUGA. The protein sequence of the target gene is MDTSPSRKYPVKKRVKIHPNTVMVKYTSHYPQPGDDGYEEINEGYGNFMEENPKKGLLSEMKKKGRAFFGTMDTLPPPTEDPMINEIGQFQSFAEKNIFQSRKMWIVLFGSALAHGCVALITRLVSDRSKVPSLELIFIRSVFQVLSVLVVCYYQEAPFGPSGYRLRLFFYGVCNVISITCAYTSFSIVPPSNGTTMWRATTTVFSAILAFLLVDEKMAYVDMATVVCSILGVCLVMIPNIVDEDNSLLNAWKEAFGYTMTVMAGLTTALSMIVYRSIKEKISMWTALFTFGWTGTIWGI.... Result: 0 (no interaction). (6) The miRNA is mmu-miR-223-3p with sequence UGUCAGUUUGUCAAAUACCCCA. The protein sequence of the target gene is MGNREMEELIPLVNRLQDAFSALGQSCLLELPQIAVVGGQSAGKSSVLENFVGRDFLPRGSGIVTRRPLVLQLVTSKAEYAEFLHCKGKKFTDFDEVRHEIEAETDRVTGMNKGISSIPINLRVYSPHVLNLTLIDLPGITKVPVGDQPPDIEYQIRDMIMQFITRENCLILAVTPANTDLANSDALKLAKEVDPQGLRTIGVITKLDLMDEGTDARDVLENKLLPLRRGYVGVVNRSQKDIDGKKDIKAAMLAERKFFLSHPAYRHIADRMGTPHLQKVLNQQLTNHIRDTLPNFRNKL.... Result: 1 (interaction). (7) The miRNA is hsa-miR-6893-5p with sequence CAGGCAGGUGUAGGGUGGAGC. The protein sequence of the target gene is MDRAALRAAAMGEKKEGGGGGAAADGGAGAAVSRALQQCGQLQKLIDISIGSLRGLRTKCSVSNDLTQQEIRTLEAKLVKYICKQQQSKLSVTPSDRTAELNSYPRFSDWLYIFNVRPEVVQEIPQELTLDALLEMDEAKAKEMLRRWGASTEECSRLQQALTCLRKVTGLGGEHKMDSGWSSTDARDSSLGPPMDMLSSLGRAGASTQGPRSISVSALPASDSPVPGLSEGLSDSCIPLHTSGRLTPRALHSFITPPTTPQLRRHAKLKPPRTPPPPSRKVFQLLPSFPTLTRSKSHES.... Result: 0 (no interaction).